This data is from Forward reaction prediction with 1.9M reactions from USPTO patents (1976-2016). The task is: Predict the product of the given reaction. (1) The product is: [C:44]([O:43][C:35]([CH2:40][OH:39])([CH2:36][OH:37])[CH2:34][CH2:33][C:30]1[CH:31]=[CH:32][C:27]([C@@H:9]2[C@@H:8]([CH2:7][CH2:6][C@H:5]([O:4][C:1](=[O:3])[CH3:2])[C:47]3[CH:48]=[CH:49][C:50]([F:53])=[CH:51][CH:52]=3)[C:11](=[O:12])[N:10]2[C:13]2[CH:18]=[CH:17][C:16]([CH2:19][CH2:20][CH2:21][NH:22][S:23]([CH2:26][CH3:54])(=[O:24])=[O:25])=[CH:15][CH:14]=2)=[CH:28][CH:29]=1)(=[O:46])[CH3:45]. Given the reactants [C:1]([O:4][CH:5]([C:47]1[CH:52]=[CH:51][C:50]([F:53])=[CH:49][CH:48]=1)[CH2:6][CH2:7][C@H:8]1[C:11](=[O:12])[N:10]([C:13]2[CH:18]=[CH:17][C:16]([CH2:19][CH2:20][CH2:21][NH:22][S:23]([CH3:26])(=[O:25])=[O:24])=[CH:15][CH:14]=2)[C@@H:9]1[C:27]1[CH:32]=[CH:31][C:30]([CH2:33][CH2:34][C:35]2([O:43][C:44](=[O:46])[CH3:45])[CH2:40][O:39]C(C)(C)[O:37][CH2:36]2)=[CH:29][CH:28]=1)(=[O:3])[CH3:2].[C:54](O)(C(F)(F)F)=O.C1(C)C=CC=CC=1, predict the reaction product. (2) Given the reactants [CH:1]([N:4]1[CH2:9][CH2:8][CH:7]([O:10][C:11]2[CH:22]=[CH:21][C:14]3[S:15][C:16]([C:18](O)=[O:19])=[CH:17][C:13]=3[CH:12]=2)[CH2:6][CH2:5]1)([CH3:3])[CH3:2].Cl.[F:24][C:25]1([F:31])[CH2:30][CH2:29][NH:28][CH2:27][CH2:26]1.F[P-](F)(F)(F)(F)F.N1(O[P+](N(C)C)(N(C)C)N(C)C)C2C=CC=CC=2N=N1.C(N(C(C)C)C(C)C)C, predict the reaction product. The product is: [F:24][C:25]1([F:31])[CH2:30][CH2:29][N:28]([C:18]([C:16]2[S:15][C:14]3[CH:21]=[CH:22][C:11]([O:10][CH:7]4[CH2:6][CH2:5][N:4]([CH:1]([CH3:3])[CH3:2])[CH2:9][CH2:8]4)=[CH:12][C:13]=3[CH:17]=2)=[O:19])[CH2:27][CH2:26]1. (3) Given the reactants [F:1][C:2]1[CH:7]=[CH:6][C:5]([C:8]([CH:20]=O)=[CH:9][C:10]2[CH:19]=[CH:18][C:13]([C:14]([O:16][CH3:17])=[O:15])=[CH:12][CH:11]=2)=[CH:4][CH:3]=1.[CH:22]1([NH2:25])[CH2:24][CH2:23]1.CO.[BH4-].[Na+], predict the reaction product. The product is: [CH:22]1([NH:25][CH2:20][C:8]([C:5]2[CH:6]=[CH:7][C:2]([F:1])=[CH:3][CH:4]=2)=[CH:9][C:10]2[CH:19]=[CH:18][C:13]([C:14]([O:16][CH3:17])=[O:15])=[CH:12][CH:11]=2)[CH2:24][CH2:23]1.